Dataset: Forward reaction prediction with 1.9M reactions from USPTO patents (1976-2016). Task: Predict the product of the given reaction. The product is: [Br:24][C:21]1[CH:22]=[CH:23][C:18]([NH:17][S:12]([C:6]2[N:7]([CH3:11])[C:8]3[C:4]([C:5]=2[CH3:16])=[CH:3][C:2]([F:1])=[CH:10][CH:9]=3)(=[O:14])=[O:13])=[C:19]([C:25]([F:26])([F:27])[F:28])[CH:20]=1. Given the reactants [F:1][C:2]1[CH:3]=[C:4]2[C:8](=[CH:9][CH:10]=1)[N:7]([CH3:11])[C:6]([S:12](Cl)(=[O:14])=[O:13])=[C:5]2[CH3:16].[NH2:17][C:18]1[CH:23]=[CH:22][C:21]([Br:24])=[CH:20][C:19]=1[C:25]([F:28])([F:27])[F:26], predict the reaction product.